This data is from Forward reaction prediction with 1.9M reactions from USPTO patents (1976-2016). The task is: Predict the product of the given reaction. (1) The product is: [C:1]([C:3]1[CH:4]=[C:5]([CH:36]=[CH:37][CH:38]=1)[CH2:6][N:7]([CH:8]1[CH2:13][CH2:12][N:11]([CH:14]([CH3:28])[CH2:15][CH2:16][NH:17][C:18](=[O:27])[C:19]2[C:24]([CH3:25])=[CH:23][CH:22]=[CH:21][C:20]=2[CH3:26])[CH2:10][CH2:9]1)[C:29]1[CH:34]=[CH:33][C:32]([O:35][C:48](=[O:49])[N:47]([CH2:51][CH3:52])[CH2:45][CH3:46])=[CH:31][CH:30]=1)#[N:2]. Given the reactants [C:1]([C:3]1[CH:4]=[C:5]([CH:36]=[CH:37][CH:38]=1)[CH2:6][N:7]([C:29]1[CH:34]=[CH:33][C:32]([OH:35])=[CH:31][CH:30]=1)[CH:8]1[CH2:13][CH2:12][N:11]([CH:14]([CH3:28])[CH2:15][CH2:16][NH:17][C:18](=[O:27])[C:19]2[C:24]([CH3:25])=[CH:23][CH:22]=[CH:21][C:20]=2[CH3:26])[CH2:10][CH2:9]1)#[N:2].C([O-])([O-])=O.[K+].[K+].[CH2:45]([N:47]([CH2:51][CH3:52])[C:48](Cl)=[O:49])[CH3:46], predict the reaction product. (2) Given the reactants Cl[C:2]1[CH:11]=[C:10]2[C:5]([CH:6]=[C:7]([NH:12][C:13]([C@@H:15]3[CH2:17][C@@H:16]3[F:18])=[O:14])[N:8]=[CH:9]2)=[CH:4][N:3]=1.[CH3:19][C:20]1[C:25](B2OC(C)(C)C(C)(C)O2)=[CH:24][N:23]=[C:22]([C:35]([O:37][CH3:38])=[O:36])[CH:21]=1.C(=O)([O-])[O-].[Na+].[Na+], predict the reaction product. The product is: [F:18][C@H:16]1[CH2:17][C@H:15]1[C:13]([NH:12][C:7]1[CH:6]=[C:5]2[C:10]([CH:11]=[C:2]([C:25]3[C:20]([CH3:19])=[CH:21][C:22]([C:35]([O:37][CH3:38])=[O:36])=[N:23][CH:24]=3)[N:3]=[CH:4]2)=[CH:9][N:8]=1)=[O:14]. (3) The product is: [C:17]([O:21][C:22](=[O:33])[NH:23][C@H:24]1[CH2:25][CH2:26][C@H:27]([CH2:30][CH2:31][N:12]2[CH2:13][CH2:14][CH:9]([C:7](=[O:8])[C:6]3[CH:5]=[CH:4][C:3]([F:2])=[CH:16][CH:15]=3)[CH2:10][CH2:11]2)[CH2:28][CH2:29]1)([CH3:20])([CH3:19])[CH3:18]. Given the reactants Cl.[F:2][C:3]1[CH:16]=[CH:15][C:6]([C:7]([CH:9]2[CH2:14][CH2:13][NH:12][CH2:11][CH2:10]2)=[O:8])=[CH:5][CH:4]=1.[C:17]([O:21][C:22](=[O:33])[NH:23][C@H:24]1[CH2:29][CH2:28][C@H:27]([CH2:30][CH:31]=O)[CH2:26][CH2:25]1)([CH3:20])([CH3:19])[CH3:18].C(O[BH-](OC(=O)C)OC(=O)C)(=O)C.[Na+], predict the reaction product. (4) Given the reactants C1C=C(Cl)C=C(C(OO)=[O:9])C=1.[CH2:12]([O:19][C:20]1[CH:21]=[CH:22][C:23]2[C:24]3[N:32]([CH2:33][CH2:34][O:35][C:36]4[CH:41]=[CH:40][CH:39]=[CH:38][CH:37]=4)[C:31]([CH2:42][CH2:43][CH2:44][CH2:45][NH:46][C:47](=[O:53])[O:48][C:49]([CH3:52])([CH3:51])[CH3:50])=[N:30][C:25]=3[CH:26]=[N:27][C:28]=2[CH:29]=1)[C:13]1[CH:18]=[CH:17][CH:16]=[CH:15][CH:14]=1, predict the reaction product. The product is: [CH2:12]([O:19][C:20]1[CH:21]=[CH:22][C:23]2[C:24]3[N:32]([CH2:33][CH2:34][O:35][C:36]4[CH:37]=[CH:38][CH:39]=[CH:40][CH:41]=4)[C:31]([CH2:42][CH2:43][CH2:44][CH2:45][NH:46][C:47](=[O:53])[O:48][C:49]([CH3:50])([CH3:52])[CH3:51])=[N:30][C:25]=3[CH:26]=[N+:27]([O-:9])[C:28]=2[CH:29]=1)[C:13]1[CH:14]=[CH:15][CH:16]=[CH:17][CH:18]=1. (5) The product is: [Cl:54][C:55]1[CH:56]=[N:57][C:58]2[N:59]([N:61]=[C:62]([CH2:64][C:9]3[C:10](=[O:12])[O:11][C:6]([CH:1]4[CH2:5][CH2:4][CH2:3][CH2:2]4)([CH2:14][CH2:15][C:16]4[CH:21]=[CH:20][C:19]([C:22]([OH:25])([CH3:23])[CH3:24])=[C:18]([F:26])[CH:17]=4)[CH2:7][C:8]=3[OH:13])[N:63]=2)[CH:60]=1. Given the reactants [CH:1]1([C:6]2([CH2:14][CH2:15][C:16]3[CH:21]=[CH:20][C:19]([C:22]([OH:25])([CH3:24])[CH3:23])=[C:18]([F:26])[CH:17]=3)[O:11][C:10](=[O:12])[CH2:9][C:8](=[O:13])[CH2:7]2)[CH2:5][CH2:4][CH2:3][CH2:2]1.C1(C2(CCC3C=CC(C(C)(C)C#N)=C(F)C=3)CC(=O)CC(=O)O2)CCCC1.[Cl:54][C:55]1[CH:56]=[N:57][C:58]2[N:59]([N:61]=[C:62]([CH:64]=O)[N:63]=2)[CH:60]=1.CC1C=C(C)N2N=C(C=O)N=C2N=1, predict the reaction product. (6) Given the reactants F[C:2]1[CH:3]=[C:4]([OH:11])[CH:5]=[CH:6][C:7]=1[N+:8]([O-:10])=[O:9].[CH3:12][O:13][C:14]1[CH:15]=[C:16]([CH:18]=[C:19]([O:23][CH3:24])[C:20]=1[O:21][CH3:22])[NH2:17], predict the reaction product. The product is: [CH3:24][O:23][C:19]1[CH:18]=[C:16]([NH:17][C:2]2[CH:3]=[C:4]([OH:11])[CH:5]=[CH:6][C:7]=2[N+:8]([O-:10])=[O:9])[CH:15]=[C:14]([O:13][CH3:12])[C:20]=1[O:21][CH3:22]. (7) Given the reactants [CH3:1][O:2][C:3]1[C:7]([C:8]([F:11])([F:10])[F:9])=[C:6]([NH2:12])[N:5]([C:13]2[CH:18]=[CH:17][CH:16]=[CH:15][CH:14]=2)[N:4]=1.C1N=CN([C:24](N2C=NC=C2)=[O:25])C=1.CCN(C(C)C)C(C)C.Cl.Cl.[F:42][C:43]1[CH:44]=[C:45]([C@@H:50]2[CH2:54][N:53]([CH2:55][CH2:56][O:57][CH3:58])[CH2:52][C@H:51]2[NH2:59])[CH:46]=[CH:47][C:48]=1[F:49], predict the reaction product. The product is: [F:42][C:43]1[CH:44]=[C:45]([C@@H:50]2[CH2:54][N:53]([CH2:55][CH2:56][O:57][CH3:58])[CH2:52][C@H:51]2[NH:59][C:24]([NH:12][C:6]2[N:5]([C:13]3[CH:18]=[CH:17][CH:16]=[CH:15][CH:14]=3)[N:4]=[C:3]([O:2][CH3:1])[C:7]=2[C:8]([F:11])([F:10])[F:9])=[O:25])[CH:46]=[CH:47][C:48]=1[F:49]. (8) Given the reactants Cl[CH2:2][CH2:3][CH2:4][O:5][C:6]1[CH:15]=[CH:14][C:13]2[C:8](=[CH:9][C:10]([O:16][CH2:17][CH2:18][CH2:19]Cl)=[CH:11][CH:12]=2)[CH:7]=1.[CH3:21][O:22][C:23]1[CH:28]=[CH:27][C:26]([NH2:29])=[CH:25][CH:24]=1, predict the reaction product. The product is: [CH3:21][O:22][C:23]1[CH:28]=[CH:27][C:26]([NH:29][CH2:2][CH2:3][CH2:4][O:5][C:6]2[CH:15]=[CH:14][C:13]3[C:8](=[CH:9][C:10]([O:16][CH2:17][CH2:18][CH2:19][NH:29][C:26]4[CH:27]=[CH:28][C:23]([O:22][CH3:21])=[CH:24][CH:25]=4)=[CH:11][CH:12]=3)[CH:7]=2)=[CH:25][CH:24]=1. (9) Given the reactants [C:1]([O:5][C:6]([N:8]1[CH2:16][CH:15]2[C:17](=[CH:18][O:19]C)[CH:10]([CH2:11][CH2:12][CH2:13][CH2:14]2)[CH2:9]1)=[O:7])([CH3:4])([CH3:3])[CH3:2].O.O.O.O.O.O.O.[Cl-].[Cl-].[Cl-].[Ce+3].[Na+].[I-], predict the reaction product. The product is: [C:1]([O:5][C:6]([N:8]1[CH2:9][CH:10]2[CH:17]([CH:18]=[O:19])[CH:15]([CH2:14][CH2:13][CH2:12][CH2:11]2)[CH2:16]1)=[O:7])([CH3:4])([CH3:3])[CH3:2].